Dataset: Catalyst prediction with 721,799 reactions and 888 catalyst types from USPTO. Task: Predict which catalyst facilitates the given reaction. Reactant: [CH3:1][CH:2]([C:4]1[CH:9]=[CH:8][CH:7]=[CH:6][C:5]=1[N:10]1[CH2:15][CH2:14][NH:13][CH2:12][C:11]1=[O:16])[CH3:3].CCN(C(C)C)C(C)C.[Cl:26][C:27]1[C:35]([Cl:36])=[CH:34][CH:33]=[CH:32][C:28]=1[C:29](Cl)=[O:30].C(O)(=O)CC(CC(O)=O)(C(O)=O)O. Product: [Cl:26][C:27]1[C:35]([Cl:36])=[CH:34][CH:33]=[CH:32][C:28]=1[C:29]([N:13]1[CH2:14][CH2:15][N:10]([C:5]2[CH:6]=[CH:7][CH:8]=[CH:9][C:4]=2[CH:2]([CH3:1])[CH3:3])[C:11](=[O:16])[CH2:12]1)=[O:30]. The catalyst class is: 4.